Dataset: Full USPTO retrosynthesis dataset with 1.9M reactions from patents (1976-2016). Task: Predict the reactants needed to synthesize the given product. Given the product [C:1]([O:5][C:6]([N:8]1[CH2:13][CH2:12][O:11][C@H:10]([C:14]2[CH:19]=[CH:18][CH:17]=[C:16]([Cl:20])[CH:15]=2)[CH2:9]1)=[O:7])([CH3:4])([CH3:2])[CH3:3].[ClH:20].[Cl:20][C:16]1[CH:15]=[C:14]([C@H:10]2[O:11][CH2:12][CH2:13][NH:8][CH2:9]2)[CH:19]=[CH:18][CH:17]=1, predict the reactants needed to synthesize it. The reactants are: [C:1]([O:5][C:6]([N:8]1[CH2:13][CH2:12][O:11][C@H:10]([C:14]2[CH:19]=[CH:18][CH:17]=[C:16]([Cl:20])[CH:15]=2)[CH2:9]1)=[O:7])([CH3:4])([CH3:3])[CH3:2].O1CCOCC1.